From a dataset of Reaction yield outcomes from USPTO patents with 853,638 reactions. Predict the reaction yield, written as a fraction of the theoretical maximum amount of product (1.0 means a 100% yield; for example, 0.34 means a 34% yield). (1) The reactants are [N:1]([C:4]1[CH:25]=[C:24]2[C:7]([CH2:8][CH2:9][C@@H:10]3[CH2:15][S:14][C:13]([NH:16][C:17](=[O:23])[O:18][C:19]([CH3:22])([CH3:21])[CH3:20])=[N:12][C@@:11]32[CH3:26])=[CH:6][CH:5]=1)=[N+]=[N-]. The catalyst is [Pd].CO. The product is [C:19]([O:18][C:17](=[O:23])[NH:16][C:13]1[S:14][CH2:15][C@H:10]2[CH2:9][CH2:8][C:7]3[C:24](=[CH:25][C:4]([NH2:1])=[CH:5][CH:6]=3)[C@@:11]2([CH3:26])[N:12]=1)([CH3:22])([CH3:20])[CH3:21]. The yield is 1.00. (2) The reactants are Cl.[Cl:2][C:3]1[CH:16]=[CH:15][CH:14]=[CH:13][C:4]=1[O:5][CH2:6][CH:7]1[CH2:12][CH2:11][CH2:10][NH:9][CH2:8]1.[N:17]1([CH2:22][C:23]2[CH:28]=[CH:27][C:26]([NH:29][C:30](=O)[O:31]C3C=CC=CC=3)=[CH:25][CH:24]=2)[CH:21]=[CH:20][CH:19]=[N:18]1.C(N(CC)CC)C.C(OCC)(=O)C. The catalyst is CN(C)C=O. The product is [Cl:2][C:3]1[CH:16]=[CH:15][CH:14]=[CH:13][C:4]=1[O:5][CH2:6][CH:7]1[CH2:12][CH2:11][CH2:10][N:9]([C:30]([NH:29][C:26]2[CH:27]=[CH:28][C:23]([CH2:22][N:17]3[CH:21]=[CH:20][CH:19]=[N:18]3)=[CH:24][CH:25]=2)=[O:31])[CH2:8]1. The yield is 0.500.